Task: Predict the reaction yield, written as a fraction of the theoretical maximum amount of product (1.0 means a 100% yield; for example, 0.34 means a 34% yield).. Dataset: Reaction yield outcomes from USPTO patents with 853,638 reactions (1) The reactants are [CH2:1]([N:8]1[CH2:13][CH2:12][C:11](=O)[CH2:10][CH2:9]1)[C:2]1[CH:7]=[CH:6][CH:5]=[CH:4][CH:3]=1.[NH2:15][C:16]1[CH:21]=[CH:20][C:19]([C:22]([OH:31])([C:27]([F:30])([F:29])[F:28])[C:23]([F:26])([F:25])[F:24])=[CH:18][CH:17]=1.C[Si]([C:36]#[N:37])(C)C.[NH4+].[OH-]. The catalyst is C(O)(=O)C. The product is [CH2:1]([N:8]1[CH2:13][CH2:12][C:11]([NH:15][C:16]2[CH:17]=[CH:18][C:19]([C:22]([OH:31])([C:23]([F:24])([F:25])[F:26])[C:27]([F:28])([F:29])[F:30])=[CH:20][CH:21]=2)([C:36]#[N:37])[CH2:10][CH2:9]1)[C:2]1[CH:7]=[CH:6][CH:5]=[CH:4][CH:3]=1. The yield is 1.00. (2) The reactants are [Br:1][C:2]1[C:3]([F:12])=[C:4]2[C:10]([NH2:11])=[CH:9][NH:8][C:5]2=[N:6][CH:7]=1.[CH3:13][C:14](OC(C)=O)=[O:15]. The catalyst is C1COCC1. The product is [Br:1][C:2]1[C:3]([F:12])=[C:4]2[C:10]([NH:11][C:14](=[O:15])[CH3:13])=[CH:9][NH:8][C:5]2=[N:6][CH:7]=1. The yield is 0.670. (3) The reactants are [C:1]([C:5]1[CH:24]=[CH:23][C:8]2[NH:9][C:10]([CH2:12][CH:13]3[CH2:16][CH:15]([C:17]([N:19]([O:21][CH3:22])[CH3:20])=[O:18])[CH2:14]3)=[N:11][C:7]=2[CH:6]=1)([CH3:4])([CH3:3])[CH3:2].C(=O)([O-])[O-].[K+].[K+].[CH3:31][Si:32]([CH3:39])([CH3:38])[CH2:33][CH2:34][O:35][CH2:36]Cl. The catalyst is CN(C)C=O. The product is [C:1]([C:5]1[CH:24]=[CH:23][C:8]2[N:9]([CH2:36][O:35][CH2:34][CH2:33][Si:32]([CH3:39])([CH3:38])[CH3:31])[C:10]([CH2:12][CH:13]3[CH2:16][CH:15]([C:17]([N:19]([O:21][CH3:22])[CH3:20])=[O:18])[CH2:14]3)=[N:11][C:7]=2[CH:6]=1)([CH3:4])([CH3:2])[CH3:3]. The yield is 0.540. (4) The reactants are [OH:1][C:2]1[CH:11]=[C:10]2[C:5]([C:6]([O:12][C:13]3[C:14]([CH3:23])=[N:15][C:16]4[C:21]([CH:22]=3)=[CH:20][CH:19]=[CH:18][N:17]=4)=[CH:7][CH:8]=[N:9]2)=[CH:4][C:3]=1[O:24][CH3:25].C(=O)([O-])[O-].[K+].[K+].Br[CH2:33][CH2:34][OH:35]. The catalyst is CN(C)C=O. The product is [CH3:25][O:24][C:3]1[CH:4]=[C:5]2[C:10](=[CH:11][C:2]=1[O:1][CH2:33][CH2:34][OH:35])[N:9]=[CH:8][CH:7]=[C:6]2[O:12][C:13]1[C:14]([CH3:23])=[N:15][C:16]2[C:21]([CH:22]=1)=[CH:20][CH:19]=[CH:18][N:17]=2. The yield is 0.700.